From a dataset of Full USPTO retrosynthesis dataset with 1.9M reactions from patents (1976-2016). Predict the reactants needed to synthesize the given product. (1) The reactants are: CS([C:4]1[N:5]=[CH:6][C:7]2[CH:12]=[C:11]([CH2:13][C:14]3[CH:19]=[CH:18][CH:17]=[CH:16][CH:15]=3)[N:10]([CH3:20])[C:8]=2[N:9]=1)=O.[CH:21]1([NH2:26])[CH2:25][CH2:24][CH2:23][CH2:22]1. Given the product [CH:21]1([NH:26][C:4]2[N:5]=[CH:6][C:7]3[CH:12]=[C:11]([CH2:13][C:14]4[CH:19]=[CH:18][CH:17]=[CH:16][CH:15]=4)[N:10]([CH3:20])[C:8]=3[N:9]=2)[CH2:25][CH2:24][CH2:23][CH2:22]1, predict the reactants needed to synthesize it. (2) Given the product [CH2:1]([O:3][C:4](=[O:29])[CH2:5][C:6]1[CH:11]=[CH:10][C:9]([O:12][CH3:13])=[C:8]([O:14][C:15]2[CH:20]=[CH:19][C:18]([C:30]3[CH:35]=[CH:34][CH:33]=[CH:32][CH:31]=3)=[CH:17][C:16]=2[CH2:22][N:23]2[CH2:27][CH2:26][O:25][C:24]2=[O:28])[CH:7]=1)[CH3:2], predict the reactants needed to synthesize it. The reactants are: [CH2:1]([O:3][C:4](=[O:29])[CH2:5][C:6]1[CH:11]=[CH:10][C:9]([O:12][CH3:13])=[C:8]([O:14][C:15]2[CH:20]=[CH:19][C:18](Br)=[CH:17][C:16]=2[CH2:22][N:23]2[CH2:27][CH2:26][O:25][C:24]2=[O:28])[CH:7]=1)[CH3:2].[C:30]1(B(O)O)[CH:35]=[CH:34][CH:33]=[CH:32][CH:31]=1.